This data is from Reaction yield outcomes from USPTO patents with 853,638 reactions. The task is: Predict the reaction yield, written as a fraction of the theoretical maximum amount of product (1.0 means a 100% yield; for example, 0.34 means a 34% yield). (1) The product is [C:1]([O:5][C:6]([N:8]1[CH2:9][CH2:10][C:11]2([C:15](=[O:16])[N:14]([C:17]3[CH:22]=[CH:21][C:20]([CH:23]4[CH2:28][CH2:27][CH:26]([OH:29])[CH2:25][CH2:24]4)=[CH:19][C:18]=3[F:37])[CH2:13][CH2:12]2)[CH2:38][CH2:39]1)=[O:7])([CH3:4])([CH3:2])[CH3:3]. The reactants are [C:1]([O:5][C:6]([N:8]1[CH2:39][CH2:38][C:11]2([C:15](=[O:16])[N:14]([C:17]3[CH:22]=[CH:21][C:20]([CH:23]4[CH2:28][CH2:27][CH:26]([O:29][Si](C(C)(C)C)(C)C)[CH2:25][CH2:24]4)=[CH:19][C:18]=3[F:37])[CH2:13][CH2:12]2)[CH2:10][CH2:9]1)=[O:7])([CH3:4])([CH3:3])[CH3:2].CCCC[N+](CCCC)(CCCC)CCCC.[F-].CO. The catalyst is C1COCC1.C(Cl)Cl.CCOC(C)=O. The yield is 0.930. (2) The reactants are Cl.C[N:3](C)[CH2:4][CH2:5][CH2:6][N:7]=C=NCC.[NH2:13][C:14]1[CH:19]=[CH:18][CH:17]=[CH:16][C:15]=1[NH2:20].[OH:21][C:22]1[CH:27]=[CH:26][C:25]([CH:28]=[CH:29]N2C(C(O)=O)=CC=N2)=[CH:24][CH:23]=1.C1C=CC2N(O)N=NC=2C=1.CN([CH:51]=[O:52])C. No catalyst specified. The product is [NH2:13][C:14]1[CH:19]=[CH:18][CH:17]=[CH:16][C:15]=1[NH:20][C:51]([C:4]1[NH:3][N:7]=[C:6](/[CH:29]=[CH:28]/[C:25]2[CH:24]=[CH:23][C:22]([OH:21])=[CH:27][CH:26]=2)[CH:5]=1)=[O:52]. The yield is 0.100. (3) The product is [Br:20][C:5]1[C:6]([NH:9][C@@H:10]2[C@@H:15]3[CH2:16][C@@H:12]([CH:13]=[CH:14]3)[C@@H:11]2[C:17]([NH2:19])=[O:18])=[C:7]2[N:8]=[C:26]([C:25]3[CH:28]=[CH:29][C:22]([F:21])=[CH:23][CH:24]=3)[NH:1][C:2]2=[N:3][CH:4]=1. No catalyst specified. The yield is 0.540. The reactants are [NH2:1][C:2]1[C:7]([NH2:8])=[C:6]([NH:9][C@@H:10]2[C@@H:15]3[CH2:16][C@@H:12]([CH:13]=[CH:14]3)[C@@H:11]2[C:17]([NH2:19])=[O:18])[C:5]([Br:20])=[CH:4][N:3]=1.[F:21][C:22]1[CH:29]=[CH:28][C:25]([CH:26]=O)=[CH:24][CH:23]=1.C([O-])(=O)C.[NH4+]. (4) The reactants are [Cl:1][C:2]1[C:3]([F:28])=[C:4]([CH:8]2[C:12]([C:15]3[CH:20]=[CH:19][C:18]([Cl:21])=[CH:17][C:16]=3[F:22])([C:13]#[N:14])[CH:11]([CH2:23][C:24]([CH3:27])([CH3:26])[CH3:25])[CH2:10][NH:9]2)[CH:5]=[CH:6][CH:7]=1.[C:29](Cl)(Cl)=[O:30].C(N(CC)CC)C.[CH3:40][O:41][C:42](=[O:50])[C:43]1[CH:48]=[CH:47][CH:46]=[C:45]([NH2:49])[CH:44]=1. The catalyst is C(Cl)Cl. The product is [CH3:40][O:41][C:42](=[O:50])[C:43]1[CH:48]=[CH:47][CH:46]=[C:45]([NH:49][C:29]([N:9]2[CH2:10][C@@H:11]([CH2:23][C:24]([CH3:25])([CH3:27])[CH3:26])[C@@:12]([C:15]3[CH:20]=[CH:19][C:18]([Cl:21])=[CH:17][C:16]=3[F:22])([C:13]#[N:14])[C@H:8]2[C:4]2[CH:5]=[CH:6][CH:7]=[C:2]([Cl:1])[C:3]=2[F:28])=[O:30])[CH:44]=1. The yield is 0.629. (5) The reactants are [N+:1]([C:4]1[CH:12]=[CH:11][C:7]([C:8](Cl)=[O:9])=[CH:6][CH:5]=1)([O-:3])=[O:2].[OH:13][C@H:14]1[C:18]2[N:19]=[CH:20][N:21]=[C:22]([N:23]3[CH2:28][CH2:27][N:26]([C:29]([O:31][C:32]([CH3:35])([CH3:34])[CH3:33])=[O:30])[CH2:25][CH2:24]3)[C:17]=2[C@H:16]([CH3:36])[CH2:15]1.C(N(CC)CC)C.C([O-])(O)=O.[Na+]. The catalyst is C(Cl)Cl. The product is [CH3:36][C@H:16]1[C:17]2[C:22]([N:23]3[CH2:28][CH2:27][N:26]([C:29]([O:31][C:32]([CH3:35])([CH3:34])[CH3:33])=[O:30])[CH2:25][CH2:24]3)=[N:21][CH:20]=[N:19][C:18]=2[C@H:14]([O:13][C:8](=[O:9])[C:7]2[CH:6]=[CH:5][C:4]([N+:1]([O-:3])=[O:2])=[CH:12][CH:11]=2)[CH2:15]1. The yield is 0.845. (6) The reactants are [Cl:1][C:2]1[CH:23]=[CH:22][C:5]([CH:6]([N:13]2[CH2:18][CH2:17][N:16]([CH2:19][CH2:20][NH2:21])[CH2:15][CH2:14]2)[C:7]2[CH:12]=[CH:11][CH:10]=[CH:9][CH:8]=2)=[CH:4][CH:3]=1.[CH2:24]([C:27]1[N:31]([C:32]2[CH:37]=[CH:36][CH:35]=[CH:34][CH:33]=2)[N:30]=[C:29]([CH:38]=O)[CH:28]=1)[CH2:25][CH3:26]. No catalyst specified. The product is [Cl:1][C:2]1[CH:3]=[CH:4][C:5]([CH:6]([N:13]2[CH2:14][CH2:15][N:16]([CH2:19][CH2:20][NH:21][CH2:38][C:29]3[CH:28]=[C:27]([CH2:24][CH2:25][CH3:26])[N:31]([C:32]4[CH:37]=[CH:36][CH:35]=[CH:34][CH:33]=4)[N:30]=3)[CH2:17][CH2:18]2)[C:7]2[CH:8]=[CH:9][CH:10]=[CH:11][CH:12]=2)=[CH:22][CH:23]=1. The yield is 0.950. (7) The reactants are [CH2:1]([N:8]1[CH2:13][CH2:12][C:11]([C:15]2[CH:20]=[CH:19][C:18]([O:21][CH3:22])=[C:17]([O:23][CH3:24])[CH:16]=2)(O)[CH2:10][CH2:9]1)[C:2]1[CH:7]=[CH:6][CH:5]=[CH:4][CH:3]=1. The catalyst is C(O)(=O)C. The product is [CH2:1]([N:8]1[CH2:9][CH:10]=[C:11]([C:15]2[CH:20]=[CH:19][C:18]([O:21][CH3:22])=[C:17]([O:23][CH3:24])[CH:16]=2)[CH2:12][CH2:13]1)[C:2]1[CH:3]=[CH:4][CH:5]=[CH:6][CH:7]=1. The yield is 0.900.